Predict the reaction yield, written as a fraction of the theoretical maximum amount of product (1.0 means a 100% yield; for example, 0.34 means a 34% yield). From a dataset of Reaction yield outcomes from USPTO patents with 853,638 reactions. The reactants are [Br:1]Br.[NH2:3][C:4]1[N:5]=[N:6][C:7]([Cl:10])=[CH:8][CH:9]=1.C(=O)(O)[O-].[Na+]. The catalyst is CO. The product is [NH2:3][C:4]1[N:5]=[N:6][C:7]([Cl:10])=[CH:8][C:9]=1[Br:1]. The yield is 0.430.